Dataset: Reaction yield outcomes from USPTO patents with 853,638 reactions. Task: Predict the reaction yield, written as a fraction of the theoretical maximum amount of product (1.0 means a 100% yield; for example, 0.34 means a 34% yield). (1) The reactants are [Br:1][C:2]1[C:7](=[O:8])[N:6]([CH2:9][C:10]([NH:12][CH2:13][C:14]2[CH:19]=[CH:18][N:17]=[CH:16][CH:15]=2)=O)[N:5]=[CH:4][C:3]=1[NH:20][C@@H:21]1[CH2:26][C@@H:25]2[CH2:27][C@@H:23]([C:24]2([CH3:29])[CH3:28])[C@H:22]1[CH3:30].O1CCCC1.B.[Cl-].[Na+]. The catalyst is CN(C)C=O. The product is [Br:1][C:2]1[C:7](=[O:8])[N:6]([CH2:9][CH2:10][NH:12][CH2:13][C:14]2[CH:19]=[CH:18][N:17]=[CH:16][CH:15]=2)[N:5]=[CH:4][C:3]=1[NH:20][C@@H:21]1[CH2:26][C@@H:25]2[CH2:27][C@@H:23]([C:24]2([CH3:28])[CH3:29])[C@H:22]1[CH3:30]. The yield is 0.920. (2) The reactants are [C:1]([C:5]12[CH2:11][CH:9]([CH2:10]1)[CH2:8][CH:7]([C:12]([O:14]C)=[O:13])[CH2:6]2)([O:3]C)=[O:2].O.[OH-].[Li+]. The catalyst is O1CCCC1.C(O)(C)C.O. The product is [C:1]([C:5]12[CH2:11][CH:9]([CH2:10]1)[CH2:8][CH:7]([C:12]([OH:14])=[O:13])[CH2:6]2)([OH:3])=[O:2]. The yield is 0.860. (3) The reactants are [CH3:1][O:2][C:3]1[CH:36]=[C:35]([O:37][CH3:38])[CH:34]=[CH:33][C:4]=1[CH2:5][NH:6][C:7]1[C:8]2[N:9]([C:13]([C@@H:26]3[CH2:31][CH2:30][CH2:29][NH:28][C:27]3=S)=[N:14][C:15]=2[C:16]2[CH:25]=[CH:24][C:19]([C:20]([O:22][CH3:23])=[O:21])=[CH:18][CH:17]=2)[CH:10]=[CH:11][N:12]=1.[CH:39]1([C:42]([NH:44][NH2:45])=O)[CH2:41][CH2:40]1.C(Cl)Cl. The catalyst is C1COCC1.[Hg](OC(C)=O)OC(C)=O. The product is [CH:39]1([C:42]2[N:28]3[CH2:29][CH2:30][CH2:31][C@@H:26]([C:13]4[N:9]5[CH:10]=[CH:11][N:12]=[C:7]([NH:6][CH2:5][C:4]6[CH:33]=[CH:34][C:35]([O:37][CH3:38])=[CH:36][C:3]=6[O:2][CH3:1])[C:8]5=[C:15]([C:16]5[CH:25]=[CH:24][C:19]([C:20]([O:22][CH3:23])=[O:21])=[CH:18][CH:17]=5)[N:14]=4)[C:27]3=[N:45][N:44]=2)[CH2:41][CH2:40]1. The yield is 0.460. (4) The reactants are C(OCC)(=O)C.Cl.[Cl:8][C:9]1[N:10]=[C:11]([C:16]([NH:18][C@H:19]2[CH2:24][CH2:23][NH:22][CH2:21][C@H:20]2[O:25][CH2:26][CH3:27])=[O:17])[NH:12][C:13]=1[CH2:14][CH3:15].B(F)(F)[O:29][C:30]([C:32]1[C:41](=[O:42])[C:40]2[C:35](=[C:36]([O:44][CH3:45])[C:37](F)=[CH:38][CH:39]=2)[N:34]([CH:46]2[CH2:48][CH2:47]2)[CH:33]=1)=[O:31]. The catalyst is CS(C)=O.C(N(CC)CC)C.O.C(O)C. The product is [Cl:8][C:9]1[N:10]=[C:11]([C:16]([NH:18][C@H:19]2[CH2:24][CH2:23][N:22]([C:37]3[C:36]([O:44][CH3:45])=[C:35]4[C:40]([C:41](=[O:42])[C:32]([C:30]([OH:31])=[O:29])=[CH:33][N:34]4[CH:46]4[CH2:47][CH2:48]4)=[CH:39][CH:38]=3)[CH2:21][C@H:20]2[O:25][CH2:26][CH3:27])=[O:17])[NH:12][C:13]=1[CH2:14][CH3:15]. The yield is 0.620.